This data is from Catalyst prediction with 721,799 reactions and 888 catalyst types from USPTO. The task is: Predict which catalyst facilitates the given reaction. (1) Reactant: [OH:1][CH:2]([C:6]1[CH:7]=[C:8]2[C:25](=[CH:26][CH:27]=1)[C:12]1=[N:13][O:14][C:15]([C:16]3[CH:21]=[CH:20][C:19]([CH2:22][CH2:23][CH3:24])=[CH:18][CH:17]=3)=[C:11]1[CH2:10][CH2:9]2)[C:3]([OH:5])=O.CN1CCOCC1.Cl.[NH2:36][CH2:37][CH2:38][S:39]([CH3:42])(=[O:41])=[O:40].F[P-](F)(F)(F)(F)F.N1(O[P+](N(C)C)(N(C)C)N(C)C)C2C=CC=CC=2N=N1. Product: [OH:1][CH:2]([C:6]1[CH:7]=[C:8]2[C:25](=[CH:26][CH:27]=1)[C:12]1=[N:13][O:14][C:15]([C:16]3[CH:17]=[CH:18][C:19]([CH2:22][CH2:23][CH3:24])=[CH:20][CH:21]=3)=[C:11]1[CH2:10][CH2:9]2)[C:3]([NH:36][CH2:37][CH2:38][S:39]([CH3:42])(=[O:41])=[O:40])=[O:5]. The catalyst class is: 3. (2) Reactant: [C:14]1(P([C:14]2[CH:19]=[CH:18][CH:17]=[CH:16][CH:15]=2)[C:14]2[CH:19]=[CH:18][CH:17]=[CH:16][CH:15]=2)[CH:19]=[CH:18][CH:17]=[CH:16][CH:15]=1.C1(O)C=CC=CC=1.[Cl:27][C:28]1[CH:35]=[C:34]([N:36]2[C:40]([CH3:41])=[C:39]([CH2:42][OH:43])[C:38]([CH3:44])=[N:37]2)[CH:33]=[CH:32][C:29]=1[C:30]#[N:31].N(C(OC(C)(C)C)=O)=NC(OC(C)(C)C)=O. Product: [Cl:27][C:28]1[CH:35]=[C:34]([N:36]2[C:40]([CH3:41])=[C:39]([CH2:42][O:43][C:14]3[CH:15]=[CH:16][CH:17]=[CH:18][CH:19]=3)[C:38]([CH3:44])=[N:37]2)[CH:33]=[CH:32][C:29]=1[C:30]#[N:31]. The catalyst class is: 1.